This data is from Catalyst prediction with 721,799 reactions and 888 catalyst types from USPTO. The task is: Predict which catalyst facilitates the given reaction. (1) Reactant: [CH2:1]([C:3]1[CH:4]=[CH:5][C:6]([I:13])=[C:7]([CH2:9][C:10](O)=[O:11])[CH:8]=1)[CH3:2].CN(C=O)C.S(Cl)([Cl:21])=O. Product: [CH2:1]([C:3]1[CH:4]=[CH:5][C:6]([I:13])=[C:7]([CH2:9][C:10]([Cl:21])=[O:11])[CH:8]=1)[CH3:2]. The catalyst class is: 2. (2) Reactant: C([Sn](CCCC)(CCCC)[C:6]1[CH:11]=[CH:10][C:9]([C:12]2[N:13]=[C:14]3[CH:19]=[CH:18][C:17]([O:20][CH3:21])=[CH:16][N:15]3[CH:22]=2)=[CH:8][CH:7]=1)CCC.[I:31]I.C(=O)([O-])O.[Na+].S([O-])([O-])(=O)=S.[Na+].[Na+]. Product: [I:31][C:6]1[CH:11]=[CH:10][C:9]([C:12]2[N:13]=[C:14]3[CH:19]=[CH:18][C:17]([O:20][CH3:21])=[CH:16][N:15]3[CH:22]=2)=[CH:8][CH:7]=1. The catalyst class is: 4. (3) Reactant: [Cl:1][CH2:2][CH2:3][CH2:4][O:5][C:6]1[CH:14]=[CH:13][C:9]([C:10]([NH2:12])=[O:11])=[CH:8][CH:7]=1.Cl[CH:16]([C:21](=O)[CH3:22])[C:17]([O:19][CH3:20])=[O:18]. Product: [Cl:1][CH2:2][CH2:3][CH2:4][O:5][C:6]1[CH:14]=[CH:13][C:9]([C:10]2[O:11][C:16]([C:17]([O:19][CH3:20])=[O:18])=[C:21]([CH3:22])[N:12]=2)=[CH:8][CH:7]=1. The catalyst class is: 8. (4) Reactant: [CH3:1][Si:2]([CH3:38])([CH3:37])[CH2:3][CH2:4][O:5][CH2:6][N:7]([CH2:29][O:30][CH2:31][CH2:32][Si:33]([CH3:36])([CH3:35])[CH3:34])[C:8]1[N:13]2[N:14]=[CH:15][CH:16]=[C:12]2[N:11]=[C:10]([CH:17]2[CH2:22][CH2:21][C:20](=[CH:23][C:24]([O:26][CH2:27][CH3:28])=[O:25])[CH2:19][CH2:18]2)[CH:9]=1. Product: [CH3:36][Si:33]([CH3:34])([CH3:35])[CH2:32][CH2:31][O:30][CH2:29][N:7]([CH2:6][O:5][CH2:4][CH2:3][Si:2]([CH3:38])([CH3:37])[CH3:1])[C:8]1[N:13]2[N:14]=[CH:15][CH:16]=[C:12]2[N:11]=[C:10]([CH:17]2[CH2:22][CH2:21][CH:20]([CH2:23][C:24]([O:26][CH2:27][CH3:28])=[O:25])[CH2:19][CH2:18]2)[CH:9]=1. The catalyst class is: 13. (5) Reactant: C([O:3][C:4]([C:6]1([C:32]([O:34]CC)=[O:33])[CH2:11][CH2:10][CH:9]([NH:12][CH2:13][C:14]2[CH:19]=[CH:18][C:17]([CH2:20][CH2:21][CH2:22][CH2:23][CH2:24][CH2:25][CH2:26][CH2:27][CH2:28][CH3:29])=[C:16]([F:30])[C:15]=2[F:31])[CH2:8][CH2:7]1)=[O:5])C.[OH-].[Na+]. Product: [CH2:20]([C:17]1[CH:18]=[CH:19][C:14]([CH2:13][NH:12][CH:9]2[CH2:10][CH2:11][C:6]([C:32]([OH:34])=[O:33])([C:4]([OH:5])=[O:3])[CH2:7][CH2:8]2)=[C:15]([F:31])[C:16]=1[F:30])[CH2:21][CH2:22][CH2:23][CH2:24][CH2:25][CH2:26][CH2:27][CH2:28][CH3:29]. The catalyst class is: 40. (6) Product: [ClH:1].[Cl:1][C:2]1[CH:3]=[N:4][N:5]([C:7]2[C:28]([F:29])=[CH:27][C:10]([O:11][CH2:12][C@@H:13]3[C@@H:18]([NH2:19])[CH2:17][CH2:16][O:15][CH2:14]3)=[CH:9][C:8]=2[F:30])[CH:6]=1. Reactant: [Cl:1][C:2]1[CH:3]=[N:4][N:5]([C:7]2[C:28]([F:29])=[CH:27][C:10]([O:11][CH2:12][C@@H:13]3[C@@H:18]([NH:19]C(=O)OC(C)(C)C)[CH2:17][CH2:16][O:15][CH2:14]3)=[CH:9][C:8]=2[F:30])[CH:6]=1.Cl.CCO. The catalyst class is: 5. (7) Reactant: [OH-].[Na+].C([O:5][C:6]([C:8]1[N:9]([CH3:19])[N:10]=[CH:11][C:12]=1[C:13]([N:15]1[CH2:18][CH2:17][CH2:16]1)=[O:14])=[O:7])C.Cl.[Na+].[Cl-]. Product: [N:15]1([C:13]([C:12]2[CH:11]=[N:10][N:9]([CH3:19])[C:8]=2[C:6]([OH:7])=[O:5])=[O:14])[CH2:18][CH2:17][CH2:16]1. The catalyst class is: 1. (8) Reactant: Cl.[F:2][C:3]1[CH:20]=[C:19]([S:21]([CH3:24])(=[O:23])=[O:22])[CH:18]=[CH:17][C:4]=1[CH2:5][O:6][CH2:7][C@@H:8]1[CH2:10][C@@H:9]1[CH:11]1[CH2:16][CH2:15][NH:14][CH2:13][CH2:12]1.[C:25]([O-:28])([O-])=O.[Cs+].[Cs+].Cl[C:32]1[CH:37]=[CH:36][N:35]=[C:34](C=O)[N:33]=1. Product: [F:2][C:3]1[CH:20]=[C:19]([S:21]([CH3:24])(=[O:23])=[O:22])[CH:18]=[CH:17][C:4]=1[CH2:5][O:6][CH2:7][C@@H:8]1[CH2:10][C@@H:9]1[CH:11]1[CH2:12][CH2:13][N:14]([C:34]2[N:35]=[CH:36][C:37]([CH:25]=[O:28])=[CH:32][N:33]=2)[CH2:15][CH2:16]1. The catalyst class is: 197.